From a dataset of Full USPTO retrosynthesis dataset with 1.9M reactions from patents (1976-2016). Predict the reactants needed to synthesize the given product. Given the product [SH:8][C:4]1[CH:3]=[C:2]([NH:1][C:9](=[O:16])[CH2:10][C:11]([O:13][CH2:14][CH3:15])=[O:12])[CH:7]=[CH:6][CH:5]=1, predict the reactants needed to synthesize it. The reactants are: [NH2:1][C:2]1[CH:3]=[C:4]([SH:8])[CH:5]=[CH:6][CH:7]=1.[C:9](OCC)(=[O:16])[CH2:10][C:11]([O:13][CH2:14][CH3:15])=[O:12].